Dataset: Full USPTO retrosynthesis dataset with 1.9M reactions from patents (1976-2016). Task: Predict the reactants needed to synthesize the given product. Given the product [Br:1][C:2]1[CH:9]=[CH:8][C:5]([CH2:6][O:7][Si:24]([CH:28]([CH3:30])[CH3:29])([CH:25]([CH3:27])[CH3:26])[CH:21]([CH3:23])[CH3:22])=[CH:4][CH:3]=1, predict the reactants needed to synthesize it. The reactants are: [Br:1][C:2]1[CH:9]=[CH:8][C:5]([CH2:6][OH:7])=[CH:4][CH:3]=1.C1CCN2C(=NCCC2)CC1.[CH:21]([Si:24](Cl)([CH:28]([CH3:30])[CH3:29])[CH:25]([CH3:27])[CH3:26])([CH3:23])[CH3:22].